From a dataset of Forward reaction prediction with 1.9M reactions from USPTO patents (1976-2016). Predict the product of the given reaction. (1) Given the reactants Br[CH2:2][C:3]([C:5]1[C:13]2[C:8](=[N:9][CH:10]=[CH:11][C:12]=2[F:14])[NH:7][CH:6]=1)=O.[NH2:15][C:16]([NH2:18])=[S:17], predict the reaction product. The product is: [F:14][C:12]1[CH:11]=[CH:10][N:9]=[C:8]2[NH:7][CH:6]=[C:5]([C:3]3[N:15]=[C:16]([NH2:18])[S:17][CH:2]=3)[C:13]=12. (2) The product is: [CH:14]1([CH2:19][CH2:20][CH2:21][NH:5][CH2:4][CH:3]([O:6][CH3:7])[O:2][CH3:1])[CH2:18][CH2:17][CH2:16][CH2:15]1. Given the reactants [CH3:1][O:2][CH:3]([O:6][CH3:7])[CH2:4][NH2:5].C(=O)([O-])[O-].[K+].[K+].[CH:14]1([CH2:19][CH2:20][CH2:21]I)[CH2:18][CH2:17][CH2:16][CH2:15]1, predict the reaction product. (3) The product is: [F:16][C:17]1[CH:18]=[C:19]([N:23]2[CH2:28][CH2:27][N:26]([C:9]([O:11][C:12]([CH3:13])([CH3:14])[CH3:15])=[O:10])[CH2:25][CH2:24]2)[CH:20]=[CH:21][CH:22]=1. Given the reactants [C:9](O[C:9]([O:11][C:12]([CH3:15])([CH3:14])[CH3:13])=[O:10])([O:11][C:12]([CH3:15])([CH3:14])[CH3:13])=[O:10].[F:16][C:17]1[CH:18]=[C:19]([N:23]2[CH2:28][CH2:27][NH:26][CH2:25][CH2:24]2)[CH:20]=[CH:21][CH:22]=1.C(N(CC)CC)C, predict the reaction product. (4) Given the reactants S(Cl)([Cl:3])=O.[Cl:5][C:6]1[CH:7]=[C:8]([CH3:15])[C:9]([C:12](O)=[O:13])=[N:10][CH:11]=1.C1(C)C=CC=CC=1, predict the reaction product. The product is: [Cl:5][C:6]1[CH:7]=[C:8]([CH3:15])[C:9]([C:12]([Cl:3])=[O:13])=[N:10][CH:11]=1. (5) Given the reactants C([O:3][C:4]([CH:6]1[CH2:11][CH2:10][N:9]([C:12]2[CH:17]=[CH:16][C:15]([NH:18][C:19]([C:21]3[C:22]([C:27]4[CH:32]=[CH:31][C:30]([C:33]([F:36])([F:35])[F:34])=[CH:29][CH:28]=4)=[CH:23][CH:24]=[CH:25][CH:26]=3)=[O:20])=[C:14]([C:37](=[O:41])[N:38]([CH3:40])[CH3:39])[CH:13]=2)[CH2:8][CH2:7]1)=[O:5])C.[OH-].[Na+], predict the reaction product. The product is: [CH3:39][N:38]([CH3:40])[C:37]([C:14]1[CH:13]=[C:12]([N:9]2[CH2:10][CH2:11][CH:6]([C:4]([OH:5])=[O:3])[CH2:7][CH2:8]2)[CH:17]=[CH:16][C:15]=1[NH:18][C:19]([C:21]1[C:22]([C:27]2[CH:32]=[CH:31][C:30]([C:33]([F:34])([F:35])[F:36])=[CH:29][CH:28]=2)=[CH:23][CH:24]=[CH:25][CH:26]=1)=[O:20])=[O:41]. (6) Given the reactants [NH2:1][C:2]1[CH:11]=[CH:10][C:9]2[C:4](=[CH:5][CH:6]=[C:7]([Br:12])[CH:8]=2)[N:3]=1.CCN(CC)CC.[CH:20]1([C:26](Cl)=[O:27])[CH2:25][CH2:24][CH2:23][CH2:22][CH2:21]1, predict the reaction product. The product is: [Br:12][C:7]1[CH:8]=[C:9]2[C:4](=[CH:5][CH:6]=1)[N:3]=[C:2]([NH:1][C:26]([CH:20]1[CH2:25][CH2:24][CH2:23][CH2:22][CH2:21]1)=[O:27])[CH:11]=[CH:10]2. (7) Given the reactants CS([C:5]1[N:17]=[C:8]2[N:9]=[C:10]([CH2:15][CH3:16])[CH:11]=[C:12]([CH2:13][CH3:14])[N:7]2[N:6]=1)(=O)=O.[C:18]1([N:24]([CH2:28][CH2:29][OH:30])[CH2:25][CH2:26][OH:27])[CH:23]=[CH:22][CH:21]=[CH:20][CH:19]=1, predict the reaction product. The product is: [CH2:15]([C:10]1[CH:11]=[C:12]([CH2:13][CH3:14])[N:7]2[N:6]=[C:5]([O:27][CH2:26][CH2:25][N:24]([C:18]3[CH:23]=[CH:22][CH:21]=[CH:20][CH:19]=3)[CH2:28][CH2:29][OH:30])[N:17]=[C:8]2[N:9]=1)[CH3:16].